Task: Predict the product of the given reaction.. Dataset: Forward reaction prediction with 1.9M reactions from USPTO patents (1976-2016) (1) Given the reactants Cl.[F:2][C:3]1[CH:8]=[CH:7][C:6]([C:9](=[O:23])[CH:10]([NH2:22])[CH2:11][C:12]2[CH:17]=[CH:16][C:15]([C:18]([F:21])([F:20])[F:19])=[CH:14][CH:13]=2)=[CH:5][CH:4]=1.[CH3:24][C:25]1[C:34]2[C:29](=[CH:30][CH:31]=[CH:32][CH:33]=2)[C:28]([C:35](O)=[O:36])=[CH:27][CH:26]=1.Cl.C(N=C=NCCCN(C)C)C.ON1C2C=CC=CC=2N=N1.C1CCN2C(=NCCC2)CC1.Cl, predict the reaction product. The product is: [F:2][C:3]1[CH:4]=[CH:5][C:6]([C:9](=[O:23])[CH:10]([NH:22][C:35]([C:28]2[C:29]3[C:34](=[CH:33][CH:32]=[CH:31][CH:30]=3)[C:25]([CH3:24])=[CH:26][CH:27]=2)=[O:36])[CH2:11][C:12]2[CH:17]=[CH:16][C:15]([C:18]([F:21])([F:20])[F:19])=[CH:14][CH:13]=2)=[CH:7][CH:8]=1. (2) The product is: [ClH:1].[CH:27]1([CH2:28][N:2]([CH2:34][CH:31]2[CH2:32][CH2:33]2)[C@@H:3]2[CH2:5][C@H:4]2[C:6]2[CH:7]=[CH:8][C:9]([NH:12][C:13]([C:15]3[CH:20]=[CH:19][C:18]([C:21]4[CH:26]=[CH:25][CH:24]=[CH:23][CH:22]=4)=[CH:17][CH:16]=3)=[O:14])=[CH:10][CH:11]=2)[CH2:42][CH2:41]1. Given the reactants [ClH:1].[NH2:2][C@@H:3]1[CH2:5][C@H:4]1[C:6]1[CH:11]=[CH:10][C:9]([NH:12][C:13]([C:15]2[CH:20]=[CH:19][C:18]([C:21]3[CH:26]=[CH:25][CH:24]=[CH:23][CH:22]=3)=[CH:17][CH:16]=2)=[O:14])=[CH:8][CH:7]=1.[C:27](O)(=O)[CH3:28].[CH:31]1([CH:34]=O)[CH2:33][CH2:32]1.CN(C=O)C.[C:41](OCC)(=O)[CH3:42], predict the reaction product. (3) Given the reactants [CH:1]([N:4]1[CH:8]=[CH:7][C:6]([NH2:9])=[N:5]1)([CH3:3])[CH3:2].[NH2:10][C:11]1[N:16]=[CH:15][C:14]([C:17]#[C:18][C:19]2[CH:20]=[C:21]([NH:25][C:26](=O)[O:27]C3C=CC=CC=3)[CH:22]=[CH:23][CH:24]=2)=[CH:13][N:12]=1, predict the reaction product. The product is: [NH2:10][C:11]1[N:16]=[CH:15][C:14]([C:17]#[C:18][C:19]2[CH:20]=[C:21]([NH:25][C:26]([NH:9][C:6]3[CH:7]=[CH:8][N:4]([CH:1]([CH3:3])[CH3:2])[N:5]=3)=[O:27])[CH:22]=[CH:23][CH:24]=2)=[CH:13][N:12]=1. (4) Given the reactants Br[C:2]([CH3:9])([CH3:8])[C:3]([O:5]CC)=O.C([O-])([O-])=O.[K+].[K+].[CH2:16]([NH2:19])[CH2:17][NH2:18], predict the reaction product. The product is: [CH3:9][C:2]1([CH3:8])[NH:19][CH2:16][CH2:17][NH:18][C:3]1=[O:5]. (5) Given the reactants [Cl:1][C:2]1[C:3]2[CH:11]=[C:10]([Cl:12])[N:9]=[CH:8][C:4]=2[N:5]=[CH:6][N:7]=1.Cl.[CH3:14][C:15]1[CH:16]=[C:17]([CH:19]=[CH:20][C:21]=1[O:22][C:23]1[CH:28]=[CH:27][CH:26]=[CH:25][CH:24]=1)[NH2:18], predict the reaction product. The product is: [ClH:1].[Cl:12][C:10]1[N:9]=[CH:8][C:4]2[N:5]=[CH:6][N:7]=[C:2]([NH:18][C:17]3[CH:19]=[CH:20][C:21]([O:22][C:23]4[CH:28]=[CH:27][CH:26]=[CH:25][CH:24]=4)=[C:15]([CH3:14])[CH:16]=3)[C:3]=2[CH:11]=1.